From a dataset of Reaction yield outcomes from USPTO patents with 853,638 reactions. Predict the reaction yield, written as a fraction of the theoretical maximum amount of product (1.0 means a 100% yield; for example, 0.34 means a 34% yield). (1) The reactants are [Br:1][CH2:2][C:3]1[O:7][N:6]=[C:5]([C:8]([C:16]2[CH:21]=[CH:20][CH:19]=[CH:18][CH:17]=2)([C:10]2[CH:15]=[CH:14][CH:13]=[CH:12][CH:11]=2)[OH:9])[CH:4]=1.[F:22][C:23]1[CH:24]=[C:25]([S:29][C@@H:30]2[CH:35]3[CH2:36][CH2:37][N:32]([CH2:33][CH2:34]3)[CH2:31]2)[CH:26]=[CH:27][CH:28]=1. The catalyst is C(#N)C. The product is [Br-:1].[F:22][C:23]1[CH:24]=[C:25]([S:29][C@@H:30]2[CH:35]3[CH2:36][CH2:37][N+:32]([CH2:2][C:3]4[O:7][N:6]=[C:5]([C:8]([OH:9])([C:16]5[CH:21]=[CH:20][CH:19]=[CH:18][CH:17]=5)[C:10]5[CH:15]=[CH:14][CH:13]=[CH:12][CH:11]=5)[CH:4]=4)([CH2:33][CH2:34]3)[CH2:31]2)[CH:26]=[CH:27][CH:28]=1. The yield is 0.510. (2) The reactants are [CH3:1][O:2][C:3](=[O:33])[CH:4]([N:15]1[C:21](=[O:22])[CH2:20][CH2:19][N:18]([C:23]2[CH:28]=[CH:27][CH:26]=[C:25]([C:29]([F:32])([F:31])[F:30])[CH:24]=2)[CH2:17][CH2:16]1)[CH2:5][CH2:6]O[Si](C(C)(C)C)(C)C.B(Br)(Br)[Br:35]. The catalyst is C(Cl)Cl. The product is [CH3:1][O:2][C:3](=[O:33])[CH:4]([N:15]1[C:21](=[O:22])[CH2:20][CH2:19][N:18]([C:23]2[CH:28]=[CH:27][CH:26]=[C:25]([C:29]([F:32])([F:31])[F:30])[CH:24]=2)[CH2:17][CH2:16]1)[CH2:5][CH2:6][Br:35]. The yield is 0.110. (3) The reactants are [C:1]1(C2C=CC=CC=2)[CH:6]=[CH:5][C:4]([CH2:7][N:8]([CH2:16][CH2:17][CH2:18][N:19]([CH2:29][C:30]2[CH:35]=[CH:34][C:33](C3C=CC=CC=3)=[CH:32][CH:31]=2)[C:20]([O:22][CH2:23][C:24]2[S:28][CH:27]=[N:26][CH:25]=2)=[O:21])C(=O)OC(C)(C)C)=[CH:3][CH:2]=1.[CH3:48][C:49]([CH3:53])([CH3:52])[CH:50]=O.CC(O)=O. No catalyst specified. The yield is 0.170. The product is [CH2:29]([N:19]([CH2:18][CH2:17][CH2:16][N:8]([CH2:7][C:4]1[CH:3]=[CH:2][CH:1]=[CH:6][CH:5]=1)[CH2:50][C:49]([CH3:53])([CH3:52])[CH3:48])[C:20](=[O:21])[O:22][CH2:23][C:24]1[S:28][CH:27]=[N:26][CH:25]=1)[C:30]1[CH:35]=[CH:34][CH:33]=[CH:32][CH:31]=1. (4) The reactants are [C-]#N.[Na+].C1(C)C=CC=CC=1.C[NH:12][CH2:13][CH2:14]NC.Br[C:18]1[CH:23]=[CH:22][CH:21]=[CH:20][C:19]=1[C:24]1C=[CH:28][CH:27]=[CH:26][CH:25]=1. The catalyst is N.[Cu]I. The yield is 0.980. The product is [C:24]1([C:19]2[CH:20]=[CH:21][CH:22]=[CH:23][CH:18]=2)[C:14]([C:13]#[N:12])=[CH:28][CH:27]=[CH:26][CH:25]=1. (5) The reactants are [NH3:1].Cl.[Cl:3][C:4]1[CH:22]=[CH:21][C:7]([CH2:8][S:9][C:10]2[N:15]=[C:14]([C:16](Cl)=[O:17])[CH:13]=[CH:12][C:11]=2[C:19]#[N:20])=[CH:6][CH:5]=1. The catalyst is ClCCl. The product is [Cl:3][C:4]1[CH:22]=[CH:21][C:7]([CH2:8][S:9][C:10]2[N:15]=[C:14]([C:16]([NH2:1])=[O:17])[CH:13]=[CH:12][C:11]=2[C:19]#[N:20])=[CH:6][CH:5]=1. The yield is 0.480. (6) The reactants are [N:1]1(C(OCC2C=CC=CC=2)=O)[CH2:6][CH2:5][NH:4][CH2:3][CH2:2]1.[CH3:17][C:18](C)=[O:19].[C:21](O[BH-](OC(=O)C)OC(=O)C)(=O)C.[Na+]. The catalyst is ClCCCl.CCOC(C)=O. The product is [CH:3]([N:4]1[CH2:5][CH2:6][NH:1][C:18](=[O:19])[CH2:17]1)([CH3:21])[CH3:2]. The yield is 0.790. (7) The yield is 0.290. The product is [Cl:18][S:19]([C:7]1[C:6]([CH3:24])=[CH:5][C:4]([O:9][CH2:10][C:11]([CH3:16])([CH3:17])[C:12]([O:14][CH3:15])=[O:13])=[CH:3][C:2]=1[CH3:1])(=[O:22])=[O:20]. The reactants are [CH3:1][C:2]1[CH:3]=[C:4]([O:9][CH2:10][C:11]([CH3:17])([CH3:16])[C:12]([O:14][CH3:15])=[O:13])[CH:5]=[CH:6][C:7]=1C.[Cl:18][S:19]([OH:22])(=O)=[O:20].Cl[CH2:24]Cl. No catalyst specified.